This data is from Full USPTO retrosynthesis dataset with 1.9M reactions from patents (1976-2016). The task is: Predict the reactants needed to synthesize the given product. (1) Given the product [CH:78]([N:64]([CH:61]([CH3:63])[CH3:62])[P:65]([O:66][CH2:67][CH2:68][C:69]#[N:70])[O:15][C@H:13]([CH3:14])[C@@H:12]([CH2:16][N:17]1[CH:25]=[N:24][C:23]2[C:18]1=[N:19][CH:20]=[N:21][C:22]=2[NH:26][C:27](=[O:34])[C:28]1[CH:33]=[CH:32][CH:31]=[CH:30][CH:29]=1)[CH2:11][O:10][C:9]([C:41]1[CH:42]=[CH:43][C:44]([O:47][CH3:48])=[CH:45][CH:46]=1)([C:6]1[CH:7]=[CH:8][C:3]([O:2][CH3:1])=[CH:4][CH:5]=1)[C:35]1[CH:36]=[CH:37][CH:38]=[CH:39][CH:40]=1)([CH3:80])[CH3:79], predict the reactants needed to synthesize it. The reactants are: [CH3:1][O:2][C:3]1[CH:8]=[CH:7][C:6]([C:9]([C:41]2[CH:46]=[CH:45][C:44]([O:47][CH3:48])=[CH:43][CH:42]=2)([C:35]2[CH:40]=[CH:39][CH:38]=[CH:37][CH:36]=2)[O:10][CH2:11][C@H:12]([CH2:16][N:17]2[CH:25]=[N:24][C:23]3[C:18]2=[N:19][CH:20]=[N:21][C:22]=3[NH:26][C:27](=[O:34])[C:28]2[CH:33]=[CH:32][CH:31]=[CH:30][CH:29]=2)[C@H:13]([OH:15])[CH3:14])=[CH:5][CH:4]=1.N1[C-]=NN=N1.C([NH2+]C(C)C)(C)C.[CH:61]([N:64]([CH:78]([CH3:80])[CH3:79])[P:65](N(C(C)C)C(C)C)[O:66][CH2:67][CH2:68][C:69]#[N:70])([CH3:63])[CH3:62]. (2) Given the product [CH2:1]([O:3][C:4]([C:6]1([C:9]2[CH:10]=[CH:11][C:12]([C:15]3[CH:20]=[CH:19][C:18]([C:21]4[O:25][N:24]=[C:23]([CH3:26])[C:22]=4[CH:27]([OH:28])[C:30]4[CH:31]=[N:32][CH:33]=[C:34]([C:36]5[CH:37]=[CH:38][CH:39]=[CH:40][CH:41]=5)[CH:35]=4)=[CH:17][CH:16]=3)=[CH:13][CH:14]=2)[CH2:8][CH2:7]1)=[O:5])[CH3:2], predict the reactants needed to synthesize it. The reactants are: [CH2:1]([O:3][C:4]([C:6]1([C:9]2[CH:14]=[CH:13][C:12]([C:15]3[CH:20]=[CH:19][C:18]([C:21]4[O:25][N:24]=[C:23]([CH3:26])[C:22]=4[CH:27]=[O:28])=[CH:17][CH:16]=3)=[CH:11][CH:10]=2)[CH2:8][CH2:7]1)=[O:5])[CH3:2].Br[C:30]1[CH:31]=[N:32][CH:33]=[C:34]([C:36]2[CH:41]=[CH:40][CH:39]=[CH:38][CH:37]=2)[CH:35]=1. (3) Given the product [Cl:37][C:35]1[CH:36]=[C:31]([C:11]2[CH:12]=[CH:13][C:8]([N:4]3[C@@H:3]([C:23]4[CH:24]=[CH:25][CH:26]=[CH:27][CH:28]=4)[C:2]([CH3:29])([CH3:1])[O:6][C:5]3=[O:7])=[CH:9][CH:10]=2)[N:32]=[N:33][CH:34]=1, predict the reactants needed to synthesize it. The reactants are: [CH3:1][C:2]1([CH3:29])[O:6][C:5](=[O:7])[N:4]([C:8]2[CH:13]=[CH:12][C:11](B3OC(C)(C)C(C)(C)O3)=[CH:10][CH:9]=2)[C@H:3]1[C:23]1[CH:28]=[CH:27][CH:26]=[CH:25][CH:24]=1.Cl[C:31]1[N:32]=[N:33][CH:34]=[C:35]([Cl:37])[CH:36]=1.C([O-])([O-])=O.[Na+].[Na+].